Dataset: Forward reaction prediction with 1.9M reactions from USPTO patents (1976-2016). Task: Predict the product of the given reaction. (1) Given the reactants [Br:1][C:2]1[CH:3]=[CH:4][C:5]2[N:6]([C:8]([C:11]([O:13]CC)=O)=[N:9][N:10]=2)[CH:7]=1.Cl.Cl.[F:18][C:19]1[CH:24]=[CH:23][C:22]([CH:25]2[CH2:30][CH2:29][NH:28][CH2:27][CH2:26]2)=[C:21]([C:31]([F:34])([F:33])[F:32])[CH:20]=1.F[P-](F)(F)(F)(F)F.N1(O[P+](N(C)C)(N(C)C)N(C)C)C2C=CC=CC=2N=N1.C(N(C(C)C)CC)(C)C, predict the reaction product. The product is: [Br:1][C:2]1[CH:3]=[CH:4][C:5]2[N:6]([C:8]([C:11]([N:28]3[CH2:29][CH2:30][CH:25]([C:22]4[CH:23]=[CH:24][C:19]([F:18])=[CH:20][C:21]=4[C:31]([F:34])([F:32])[F:33])[CH2:26][CH2:27]3)=[O:13])=[N:9][N:10]=2)[CH:7]=1. (2) Given the reactants [NH2:1][C:2]1[CH:7]=[CH:6][C:5]([N:8]2[C:14](=[O:15])[CH2:13][C:12](=[O:16])[NH:11][C:10]3[C:17]4[C:22]([CH:23]=[CH:24][C:9]2=3)=[CH:21][CH:20]=[CH:19][CH:18]=4)=[CH:4][CH:3]=1.[CH3:25][C:26]1[CH:31]=[CH:30][CH:29]=[CH:28][C:27]=1[CH2:32][CH2:33][C:34](Cl)=[O:35].IC1C=CC=CC=1C(NCCN1C(=O)CC(=O)NC2C3C(C=CC1=2)=CC=CC=3)=O, predict the reaction product. The product is: [CH3:25][C:26]1[CH:31]=[CH:30][CH:29]=[CH:28][C:27]=1[CH2:32][CH2:33][C:34]([NH:1][C:2]1[CH:7]=[CH:6][C:5]([N:8]2[C:14](=[O:15])[CH2:13][C:12](=[O:16])[NH:11][C:10]3[C:17]4[C:22]([CH:23]=[CH:24][C:9]2=3)=[CH:21][CH:20]=[CH:19][CH:18]=4)=[CH:4][CH:3]=1)=[O:35]. (3) The product is: [Cl:8][C:5]1[CH:6]=[CH:7][C:2]([NH:1][S:28]([C:25]2[CH:24]=[CH:23][C:22]([S:19]([CH3:18])(=[O:21])=[O:20])=[CH:27][CH:26]=2)(=[O:30])=[O:29])=[C:3]([C:9]([C:11]2[CH:16]=[CH:15][N:14]=[C:13]([CH3:17])[CH:12]=2)=[O:10])[CH:4]=1. Given the reactants [NH2:1][C:2]1[CH:7]=[CH:6][C:5]([Cl:8])=[CH:4][C:3]=1[C:9]([C:11]1[CH:16]=[CH:15][N:14]=[C:13]([CH3:17])[CH:12]=1)=[O:10].[CH3:18][S:19]([C:22]1[CH:27]=[CH:26][C:25]([S:28](Cl)(=[O:30])=[O:29])=[CH:24][CH:23]=1)(=[O:21])=[O:20], predict the reaction product. (4) Given the reactants [C:1]([C:5]1[CH:6]=[C:7]([N+:17]([O-:19])=[O:18])[C:8]([O:15][CH3:16])=[C:9]([CH:14]=1)[C:10]([NH:12][NH2:13])=[O:11])([CH3:4])([CH3:3])[CH3:2].[CH:20](OCC)(OCC)OCC, predict the reaction product. The product is: [C:1]([C:5]1[CH:6]=[C:7]([N+:17]([O-:19])=[O:18])[C:8]([O:15][CH3:16])=[C:9]([C:10]2[O:11][CH:20]=[N:13][N:12]=2)[CH:14]=1)([CH3:4])([CH3:2])[CH3:3].